From a dataset of Full USPTO retrosynthesis dataset with 1.9M reactions from patents (1976-2016). Predict the reactants needed to synthesize the given product. (1) Given the product [F:1][C:2]1[CH:7]=[CH:6][C:5]([S:8]([C:10]2[N:11]=[C:12]([NH:20][C:21]3[CH:25]=[C:24]([CH3:26])[N:23]([C:27]([O:29][C:30]([CH3:33])([CH3:32])[CH3:31])=[O:28])[N:22]=3)[C:13]3[C:18]([CH:19]=2)=[CH:17][CH:16]=[CH:15][CH:14]=3)(=[O:42])=[O:9])=[CH:4][CH:3]=1, predict the reactants needed to synthesize it. The reactants are: [F:1][C:2]1[CH:7]=[CH:6][C:5]([S:8]([C:10]2[N:11]=[C:12]([NH:20][C:21]3[CH:25]=[C:24]([CH3:26])[N:23]([C:27]([O:29][C:30]([CH3:33])([CH3:32])[CH3:31])=[O:28])[N:22]=3)[C:13]3[C:18]([CH:19]=2)=[CH:17][CH:16]=[CH:15][CH:14]=3)=[O:9])=[CH:4][CH:3]=1.C1C=C(Cl)C=C(C(OO)=[O:42])C=1. (2) Given the product [Cl:11][C:12]1[CH:13]=[C:14]([C:15]2[O:16][CH:2]=[C:3]([C:5]3[CH:10]=[CH:9][CH:8]=[CH:7][N:6]=3)[N:17]=2)[CH:18]=[CH:19][CH:20]=1, predict the reactants needed to synthesize it. The reactants are: Br[CH2:2][C:3]([C:5]1[CH:10]=[CH:9][CH:8]=[CH:7][N:6]=1)=O.[Cl:11][C:12]1[CH:13]=[C:14]([CH:18]=[CH:19][CH:20]=1)[C:15]([NH2:17])=[O:16]. (3) Given the product [ClH:28].[F:1][C:2]1[CH:7]=[C:6]([O:8][CH2:9][CH2:10][O:11][CH3:12])[CH:5]=[C:4]([F:13])[C:3]=1[C:14]1([OH:27])[CH2:19][CH2:18][NH:17][CH2:16][CH2:15]1, predict the reactants needed to synthesize it. The reactants are: [F:1][C:2]1[CH:7]=[C:6]([O:8][CH2:9][CH2:10][O:11][CH3:12])[CH:5]=[C:4]([F:13])[C:3]=1[C:14]1([OH:27])[CH2:19][CH2:18][N:17](C(OC(C)(C)C)=O)[CH2:16][CH2:15]1.[ClH:28]. (4) Given the product [CH2:19]([O:26][C:27]1[C:32]([CH:33]([C:10]2[CH:11]=[CH:12][C:7]([CH2:6][CH2:5][O:4][CH2:3][O:2][CH3:1])=[CH:8][CH:9]=2)[OH:34])=[C:31]([CH3:35])[CH:30]=[C:29]([CH3:36])[N:28]=1)[C:20]1[CH:21]=[CH:22][CH:23]=[CH:24][CH:25]=1, predict the reactants needed to synthesize it. The reactants are: [CH3:1][O:2][CH2:3][O:4][CH2:5][CH2:6][C:7]1[CH:12]=[CH:11][C:10](Br)=[CH:9][CH:8]=1.C([Li])(C)(C)C.[CH2:19]([O:26][C:27]1[C:32]([CH:33]=[O:34])=[C:31]([CH3:35])[CH:30]=[C:29]([CH3:36])[N:28]=1)[C:20]1[CH:25]=[CH:24][CH:23]=[CH:22][CH:21]=1.[Cl-].[NH4+]. (5) Given the product [NH:11]1[C:5]2=[C:6]3[C:10](=[C:2]([C:21]#[N:22])[CH:3]=[C:4]2[CH2:13][CH2:12]1)[NH:9][CH:8]=[CH:7]3, predict the reactants needed to synthesize it. The reactants are: Br[C:2]1[CH:3]=[C:4]2[CH2:13][CH2:12][N:11](C(OC(C)(C)C)=O)[C:5]2=[C:6]2[C:10]=1[NH:9][CH:8]=[CH:7]2.[CH3:21][N:22](C=O)C. (6) Given the product [NH2:1][C:2]1[C:11]2[C:6](=[CH:7][C:8]([CH2:12][N:13]3[CH2:18][CH2:17][N:16]([C:31](=[O:32])[CH2:30][O:29][C:27]4[S:28][C:24]([Cl:23])=[CH:25][CH:26]=4)[C@@H:15]([CH2:19][CH2:20][CH3:21])[C:14]3=[O:22])=[CH:9][CH:10]=2)[N:5]=[CH:4][N:3]=1, predict the reactants needed to synthesize it. The reactants are: [NH2:1][C:2]1[C:11]2[C:6](=[CH:7][C:8]([CH2:12][N:13]3[CH2:18][CH2:17][NH:16][CH:15]([CH2:19][CH2:20][CH3:21])[C:14]3=[O:22])=[CH:9][CH:10]=2)[N:5]=[CH:4][N:3]=1.[Cl:23][C:24]1[S:28][C:27]([O:29][CH2:30][C:31](O)=[O:32])=[CH:26][CH:25]=1. (7) Given the product [CH2:11]([C:18]1([N:25]([CH3:26])[CH3:27])[CH2:23][CH2:22][CH:21]([NH:1][CH:2]2[C:10]3[C:5](=[CH:6][CH:7]=[CH:8][CH:9]=3)[CH2:4][CH2:3]2)[CH2:20][CH2:19]1)[C:12]1[CH:17]=[CH:16][CH:15]=[CH:14][CH:13]=1, predict the reactants needed to synthesize it. The reactants are: [NH2:1][CH:2]1[C:10]2[C:5](=[CH:6][CH:7]=[CH:8][CH:9]=2)[CH2:4][CH2:3]1.[CH2:11]([C:18]1([N:25]([CH3:27])[CH3:26])[CH2:23][CH2:22][C:21](=O)[CH2:20][CH2:19]1)[C:12]1[CH:17]=[CH:16][CH:15]=[CH:14][CH:13]=1.S([O-])([O-])(=O)=O.[Na+].[Na+].C(O[BH-](OC(=O)C)OC(=O)C)(=O)C.[Na+].